Dataset: Catalyst prediction with 721,799 reactions and 888 catalyst types from USPTO. Task: Predict which catalyst facilitates the given reaction. (1) Reactant: [Na+].Cl[C:3]1[CH:8]=[CH:7][C:6]([S:9]([O-:12])(=[O:11])=[O:10])=[CH:5][C:4]=1[N+:13]([O-:15])=[O:14].[CH2:16]([NH2:34])[CH2:17][CH2:18][CH2:19][CH2:20][CH2:21][CH2:22][CH2:23][CH2:24][CH2:25][CH2:26][CH2:27][CH2:28][CH2:29][CH2:30][CH2:31][CH2:32][CH3:33].[C:35]([O-])(O)=O.[Na+].C(O)CCC. Product: [N+:13]([C:4]1[CH:5]=[C:6]([S:9]([OH:12])(=[O:11])=[O:10])[CH:7]=[CH:8][C:3]=1[NH:34][CH2:16][CH2:17][CH2:18][CH2:19][CH2:20][CH2:21][CH2:22][CH2:23][CH2:24][CH2:25][CH2:26][CH2:27][CH2:28][CH2:29][CH2:30][CH2:31][CH2:32][CH2:33][CH3:35])([O-:15])=[O:14]. The catalyst class is: 72. (2) Reactant: [CH2:1]([NH2:4])[CH2:2][CH3:3].[CH2:5]([O:7][C:8](=[O:24])[CH:9]([C:16](=O)[C:17]1[CH:22]=[CH:21][CH:20]=[CH:19][CH:18]=1)[CH2:10][C:11]([O:13]CC)=O)[CH3:6]. Product: [CH2:5]([O:7][C:8]([C:9]1[CH2:10][C:11](=[O:13])[N:4]([CH2:1][CH2:2][CH3:3])[C:16]=1[C:17]1[CH:18]=[CH:19][CH:20]=[CH:21][CH:22]=1)=[O:24])[CH3:6]. The catalyst class is: 15. (3) Reactant: [H-].[Al+3].[Li+].[H-].[H-].[H-].CS(O[CH2:12][CH2:13][C:14]1([CH2:20][CH2:21][O:22][Si:23]([C:36]([CH3:39])([CH3:38])[CH3:37])([C:30]2[CH:35]=[CH:34][CH:33]=[CH:32][CH:31]=2)[C:24]2[CH:29]=[CH:28][CH:27]=[CH:26][CH:25]=2)[CH2:19][CH2:18][CH2:17][CH2:16][CH2:15]1)(=O)=O.O.[OH-].[Na+]. Product: [C:36]([Si:23]([O:22][CH2:21][CH2:20][C:14]1([CH2:13][CH3:12])[CH2:15][CH2:16][CH2:17][CH2:18][CH2:19]1)([C:30]1[CH:31]=[CH:32][CH:33]=[CH:34][CH:35]=1)[C:24]1[CH:29]=[CH:28][CH:27]=[CH:26][CH:25]=1)([CH3:39])([CH3:38])[CH3:37]. The catalyst class is: 305. (4) Reactant: [F:1][C:2]1[CH:25]=[CH:24][C:5]([CH2:6][O:7][CH2:8][C:9]([NH:11][CH2:12][CH2:13][CH2:14][C:15]2[CH:20]=[CH:19][C:18]([CH2:21][CH:22]=O)=[CH:17][CH:16]=2)=[O:10])=[CH:4][CH:3]=1.[NH2:26][CH2:27][CH2:28][C:29]1[C:37]2[C:32](=[CH:33][CH:34]=[CH:35][CH:36]=2)[NH:31][CH:30]=1.[BH-](OC(C)=O)(OC(C)=O)OC(C)=O.[Na+].[BH4-].[Na+]. Product: [NH:31]1[C:32]2[C:37](=[CH:36][CH:35]=[CH:34][CH:33]=2)[C:29]([CH2:28][CH2:27][NH:26][CH2:22][CH2:21][C:18]2[CH:19]=[CH:20][C:15]([CH2:14][CH2:13][CH2:12][NH:11][C:9](=[O:10])[CH2:8][O:7][CH2:6][C:5]3[CH:24]=[CH:25][C:2]([F:1])=[CH:3][CH:4]=3)=[CH:16][CH:17]=2)=[CH:30]1. The catalyst class is: 111.